This data is from Full USPTO retrosynthesis dataset with 1.9M reactions from patents (1976-2016). The task is: Predict the reactants needed to synthesize the given product. (1) Given the product [C:37]([C:41]1[CH:42]=[CH:43][C:44]([C:45]([NH:1][C@@H:2]([CH2:10][C:11]2[CH:12]=[CH:13][C:14]([C:17]3[N:22]=[CH:21][C:20]([C:23]4[CH:28]=[CH:27][C:26]([O:29][CH2:30][CH2:31][CH2:32][CH2:33][CH2:34][CH2:35][CH3:36])=[CH:25][CH:24]=4)=[CH:19][N:18]=3)=[CH:15][CH:16]=2)[C:3]([OH:5])=[O:4])=[O:47])=[CH:48][CH:49]=1)([CH3:38])([CH3:39])[CH3:40], predict the reactants needed to synthesize it. The reactants are: [NH2:1][C@@H:2]([CH2:10][C:11]1[CH:16]=[CH:15][C:14]([C:17]2[N:22]=[CH:21][C:20]([C:23]3[CH:28]=[CH:27][C:26]([O:29][CH2:30][CH2:31][CH2:32][CH2:33][CH2:34][CH2:35][CH3:36])=[CH:25][CH:24]=3)=[CH:19][N:18]=2)=[CH:13][CH:12]=1)[C:3]([O:5]C(C)(C)C)=[O:4].[C:37]([C:41]1[CH:49]=[CH:48][C:44]([C:45]([OH:47])=O)=[CH:43][CH:42]=1)([CH3:40])([CH3:39])[CH3:38].C(N(C(C)C)C(C)C)C.CN(C(ON1N=NC2C=CC=NC1=2)=[N+](C)C)C.F[P-](F)(F)(F)(F)F. (2) Given the product [CH2:1]([N:8]1[CH2:13][CH2:12][NH:11][C@H:10]([CH2:21][C:22]2[NH:32][C:25]3[CH:30]=[CH:29][CH:28]=[CH:27][C:26]=3[N:31]=2)[CH2:9]1)[C:2]1[CH:3]=[CH:4][CH:5]=[CH:6][CH:7]=1, predict the reactants needed to synthesize it. The reactants are: [CH2:1]([N:8]1[CH2:13][CH2:12][N:11](C(OC(C)(C)C)=O)[C@H:10]([CH2:21][C:22](O)=O)[CH2:9]1)[C:2]1[CH:7]=[CH:6][CH:5]=[CH:4][CH:3]=1.[C:25]1([NH2:32])[CH:30]=[CH:29][CH:28]=[CH:27][C:26]=1[NH2:31].CCN=C=NCCCN(C)C.Cl.C1C=CC2N(O)N=NC=2C=1.C(=O)([O-])O.[Na+]. (3) Given the product [CH3:35][N:2]([CH3:1])[C:3]([C:5]1[O:6][C:7]2[C:13]([CH3:14])=[CH:12][C:11]([C:15]([CH2:16][CH3:17])([C:20]3[CH:25]=[CH:24][C:23]([O:26][CH2:27][CH:28]([OH:33])[C:29]([CH3:31])([CH3:32])[CH3:30])=[C:22]([CH3:34])[CH:21]=3)[CH2:18][CH3:19])=[CH:10][C:8]=2[CH:9]=1)=[O:4], predict the reactants needed to synthesize it. The reactants are: [CH3:1][N:2]([CH3:35])[C:3]([C:5]1[O:6][C:7]2[C:13]([CH3:14])=[CH:12][C:11]([C:15]([C:20]3[CH:25]=[CH:24][C:23]([O:26][CH2:27][C:28](=[O:33])[C:29]([CH3:32])([CH3:31])[CH3:30])=[C:22]([CH3:34])[CH:21]=3)([CH2:18][CH3:19])[CH2:16][CH3:17])=[CH:10][C:8]=2[CH:9]=1)=[O:4].[BH4-].[Na+]. (4) Given the product [CH3:17][C:18]1[O:19][C:20]2[CH:26]=[C:25]([O:27][C:28]3[C:37]4[C:32](=[CH:33][C:34]([O:38][CH2:3][CH2:4][N:5]5[CH2:10][CH2:9][O:8][CH2:7][CH2:6]5)=[CH:35][CH:36]=4)[N:31]=[CH:30][CH:29]=3)[CH:24]=[CH:23][C:21]=2[CH:22]=1, predict the reactants needed to synthesize it. The reactants are: Cl.Cl[CH2:3][CH2:4][N:5]1[CH2:10][CH2:9][O:8][CH2:7][CH2:6]1.C(=O)([O-])[O-].[Cs+].[Cs+].[CH3:17][C:18]1[O:19][C:20]2[CH:26]=[C:25]([O:27][C:28]3[C:37]4[C:32](=[CH:33][C:34]([OH:38])=[CH:35][CH:36]=4)[N:31]=[CH:30][CH:29]=3)[CH:24]=[CH:23][C:21]=2[CH:22]=1. (5) Given the product [F:16][C:17]1[CH:22]=[CH:21][C:20]([C:2]2[CH:11]=[CH:10][N:9]=[C:8]3[C:3]=2[CH:4]=[CH:5][C:6]([C:12]([F:15])([F:14])[F:13])=[N:7]3)=[CH:19][C:18]=1[C:26]1[C:31]([F:32])=[CH:30][CH:29]=[CH:28][N:27]=1, predict the reactants needed to synthesize it. The reactants are: Cl[C:2]1[CH:11]=[CH:10][N:9]=[C:8]2[C:3]=1[CH:4]=[CH:5][C:6]([C:12]([F:15])([F:14])[F:13])=[N:7]2.[F:16][C:17]1[CH:22]=[CH:21][C:20](B(O)O)=[CH:19][C:18]=1[C:26]1[C:31]([F:32])=[CH:30][CH:29]=[CH:28][N:27]=1. (6) Given the product [CH3:9][C:10]1[CH:15]=[CH:14][C:13]([S:16]([O:5][CH2:1][CH2:2][C:3]#[CH:4])(=[O:18])=[O:17])=[CH:12][CH:11]=1, predict the reactants needed to synthesize it. The reactants are: [CH2:1]([OH:5])[CH2:2][C:3]#[CH:4].O[Li].O.[CH3:9][C:10]1[CH:15]=[CH:14][C:13]([S:16](Cl)(=[O:18])=[O:17])=[CH:12][CH:11]=1. (7) Given the product [CH2:1]([N:8]1[CH2:9][CH2:10][C:11]([CH2:14][CH2:28][CH2:27][CH3:31])([N:16]([CH3:17])[CH3:18])[CH2:12][CH2:13]1)[C:2]1[CH:3]=[CH:4][CH:5]=[CH:6][CH:7]=1, predict the reactants needed to synthesize it. The reactants are: [CH2:1]([N:8]1[CH2:13][CH2:12][C:11]([N:16]([CH3:18])[CH3:17])([C:14]#N)[CH2:10][CH2:9]1)[C:2]1[CH:7]=[CH:6][CH:5]=[CH:4][CH:3]=1.CO.C(Cl)(Cl)Cl.[NH4+].[Cl-].[CH2:27]1[CH2:31]OC[CH2:28]1. (8) Given the product [CH2:18]([O:20][C:21](=[O:24])[CH2:22][NH:23][CH2:13][C:12]1[CH:15]=[CH:16][C:9]([O:8][CH2:1][C:2]2[CH:7]=[CH:6][CH:5]=[CH:4][CH:3]=2)=[CH:10][CH:11]=1)[CH3:19], predict the reactants needed to synthesize it. The reactants are: [CH2:1]([O:8][C:9]1[CH:16]=[CH:15][C:12]([CH:13]=O)=[CH:11][CH:10]=1)[C:2]1[CH:7]=[CH:6][CH:5]=[CH:4][CH:3]=1.Cl.[CH2:18]([O:20][C:21](=[O:24])[CH2:22][NH2:23])[CH3:19].C(N(CC)CC)C.C(O[BH-](OC(=O)C)OC(=O)C)(=O)C.[Na+].[Na]. (9) The reactants are: Cl[CH2:2][C:3]([NH:5][C:6]1[CH:11]=[CH:10][C:9]([NH:12][S:13]([CH3:16])(=[O:15])=[O:14])=[CH:8][CH:7]=1)=[O:4].[CH3:17][N:18]([C:25]1[CH:30]=[CH:29][C:28]([CH3:31])=[CH:27][CH:26]=1)[CH:19]1[CH2:24][CH2:23][NH:22][CH2:21][CH2:20]1. Given the product [CH3:16][S:13]([NH:12][C:9]1[CH:10]=[CH:11][C:6]([NH:5][C:3](=[O:4])[CH2:2][N:22]2[CH2:23][CH2:24][CH:19]([N:18]([CH3:17])[C:25]3[CH:30]=[CH:29][C:28]([CH3:31])=[CH:27][CH:26]=3)[CH2:20][CH2:21]2)=[CH:7][CH:8]=1)(=[O:15])=[O:14], predict the reactants needed to synthesize it. (10) Given the product [Cl:10][C:4]1[CH:3]=[C:2]([C:13]2[C:12]([F:11])=[CH:17][CH:16]=[CH:15][C:14]=2[F:18])[CH:9]=[CH:8][C:5]=1[C:6]#[N:7], predict the reactants needed to synthesize it. The reactants are: Br[C:2]1[CH:9]=[CH:8][C:5]([C:6]#[N:7])=[C:4]([Cl:10])[CH:3]=1.[F:11][C:12]1[CH:17]=[CH:16][CH:15]=[C:14]([F:18])[C:13]=1B(O)O.C([O-])(O)=O.[Na+].[K+].[Br-].